Dataset: Oral bioavailability binary classification data from Ma et al.. Task: Regression/Classification. Given a drug SMILES string, predict its absorption, distribution, metabolism, or excretion properties. Task type varies by dataset: regression for continuous measurements (e.g., permeability, clearance, half-life) or binary classification for categorical outcomes (e.g., BBB penetration, CYP inhibition). Dataset: bioavailability_ma. (1) The drug is C[C@](N)(Cc1ccc(O)c(O)c1)C(=O)O. The result is 1 (high bioavailability). (2) The drug is N=C(N)NC(=O)c1nc(Cl)c(N)nc1N. The result is 1 (high bioavailability). (3) The compound is CC(CCc1ccccc1)NCC(O)c1ccc(O)c(C(N)=O)c1. The result is 1 (high bioavailability).